From a dataset of Reaction yield outcomes from USPTO patents with 853,638 reactions. Predict the reaction yield, written as a fraction of the theoretical maximum amount of product (1.0 means a 100% yield; for example, 0.34 means a 34% yield). (1) The reactants are [CH3:1][CH:2]([NH:9][C:10]1[C:15]([C:16]([NH:18][C@@H:19]2[CH2:24][CH2:23][C@H:22]([NH:25][C:26]([C:28]3[N:29]=[C:30]4[CH:35]=[CH:34][C:33]([F:36])=[CH:32][N:31]4[CH:37]=3)=[O:27])[CH2:21][CH2:20]2)=[O:17])=[CH:14][C:13]([F:38])=[CH:12][N:11]=1)[CH2:3][CH2:4][CH2:5][CH:6]([CH3:8])[CH3:7].[C:39](N1C=CN=C1)(N1C=CN=C1)=[O:40].[H-].[Na+]. The catalyst is CN(C)C=O. The product is [CH3:1][CH:2]([N:9]1[C:10]2[N:11]=[CH:12][C:13]([F:38])=[CH:14][C:15]=2[C:16](=[O:17])[N:18]([C@@H:19]2[CH2:24][CH2:23][C@H:22]([NH:25][C:26]([C:28]3[N:29]=[C:30]4[CH:35]=[CH:34][C:33]([F:36])=[CH:32][N:31]4[CH:37]=3)=[O:27])[CH2:21][CH2:20]2)[C:39]1=[O:40])[CH2:3][CH2:4][CH2:5][CH:6]([CH3:7])[CH3:8]. The yield is 0.380. (2) The reactants are [CH2:1]([N:8]1[C:16]2[C:11](=[CH:12][C:13]([C:17]3[CH:22]=[CH:21][C:20]([C:23]([CH3:26])([CH3:25])[CH3:24])=[CH:19][CH:18]=3)=[CH:14][CH:15]=2)[CH:10]=[CH:9]1)[C:2]1[CH:7]=[CH:6][CH:5]=[CH:4][CH:3]=1.[C:27](Cl)(=[O:31])[C:28](Cl)=[O:29].[CH2:33]([OH:35])[CH3:34]. No catalyst specified. The product is [CH2:1]([N:8]1[C:16]2[C:11](=[CH:12][C:13]([C:17]3[CH:18]=[CH:19][C:20]([C:23]([CH3:26])([CH3:25])[CH3:24])=[CH:21][CH:22]=3)=[CH:14][CH:15]=2)[C:10]([C:27](=[O:31])[C:28]([O:35][CH2:33][CH3:34])=[O:29])=[CH:9]1)[C:2]1[CH:3]=[CH:4][CH:5]=[CH:6][CH:7]=1. The yield is 0.710. (3) The reactants are [F:1][C:2]([F:15])([F:14])[O:3][C:4]1[CH:13]=[CH:12][C:7]2[N:8]=[C:9]([NH2:11])[S:10][C:6]=2[CH:5]=1.[F:16][C:17]([F:29])([F:28])[O:18][C:19]1[CH:20]=[C:21]([CH:25]=[CH:26][CH:27]=1)[C:22](Cl)=[O:23].Br[CH:31]([CH2:36][CH3:37])[C:32]([O:34]C)=[O:33].COC1C=CC2N=C(N)SC=2C=1.ClC1C=C(C=CC=1)C(Cl)=O.BrCC(OCC)=O. No catalyst specified. The product is [F:15][C:2]([F:1])([F:14])[O:3][C:4]1[CH:13]=[CH:12][C:7]2[N:8]([CH:31]([CH2:36][CH3:37])[C:32]([OH:34])=[O:33])[C:9](=[N:11][C:22](=[O:23])[C:21]3[CH:25]=[CH:26][CH:27]=[C:19]([O:18][C:17]([F:29])([F:28])[F:16])[CH:20]=3)[S:10][C:6]=2[CH:5]=1. The yield is 0.250. (4) The reactants are [NH2:1][C:2]1[N:6]=[CH:5][NH:4][N:3]=1.[OH:7][C:8]([CH3:19])([CH3:18])[CH2:9][O:10][CH:11]1[CH2:16][CH2:15][C:14](=O)[CH2:13][CH2:12]1.C(O[BH-](OC(=O)C)OC(=O)C)(=O)C.[Na+]. The catalyst is C(O)(=O)C. The product is [CH3:19][C:8]([OH:7])([CH3:18])[CH2:9][O:10][CH:11]1[CH2:16][CH2:15][CH:14]([NH:1][C:2]2[N:6]=[CH:5][NH:4][N:3]=2)[CH2:13][CH2:12]1. The yield is 0.640. (5) The reactants are [CH3:1][N:2]([CH2:4][CH2:5][NH:6][C:7](=[O:19])[C:8]1[CH:13]=[CH:12][C:11]([N+:14]([O-])=O)=[CH:10][C:9]=1[O:17][CH3:18])[CH3:3]. The catalyst is C(O)C.[Pd]. The product is [NH2:14][C:11]1[CH:12]=[CH:13][C:8]([C:7]([NH:6][CH2:5][CH2:4][N:2]([CH3:1])[CH3:3])=[O:19])=[C:9]([O:17][CH3:18])[CH:10]=1. The yield is 0.950. (6) The reactants are CO[Si](OC)(OC)[C:4]1[CH:9]=[CH:8][C:7]([CH:10]=[CH:11][C:12]2[CH:17]=[CH:16][C:15]([Si](OC)(OC)OC)=[CH:14][CH:13]=2)=[CH:6][CH:5]=1.CO[Si](C1C=CC(C2C=CC([Si](OC)(OC)OC)=CC=2)=CC=1)(OC)OC. The catalyst is C(O)(=O)C. The product is [C:7]1([CH:10]=[CH:11][C:12]2[CH:13]=[CH:14][CH:15]=[CH:16][CH:17]=2)[CH:8]=[CH:9][CH:4]=[CH:5][CH:6]=1. The yield is 0.700. (7) The reactants are [OH:1][C:2]1[CH:3]=[C:4]([C:8]#[CH:9])[CH:5]=[CH:6][CH:7]=1.[CH2:10](Br)[C:11]1[CH:16]=[CH:15][CH:14]=[CH:13][CH:12]=1.C([O-])([O-])=O.[K+].[K+]. No catalyst specified. The product is [CH2:10]([O:1][C:2]1[CH:3]=[C:4]([C:8]#[CH:9])[CH:5]=[CH:6][CH:7]=1)[C:11]1[CH:16]=[CH:15][CH:14]=[CH:13][CH:12]=1. The yield is 0.680.